Regression. Given two drug SMILES strings and cell line genomic features, predict the synergy score measuring deviation from expected non-interaction effect. From a dataset of NCI-60 drug combinations with 297,098 pairs across 59 cell lines. (1) Drug 1: CC1=C(C=C(C=C1)NC2=NC=CC(=N2)N(C)C3=CC4=NN(C(=C4C=C3)C)C)S(=O)(=O)N.Cl. Drug 2: C1=CC(=C2C(=C1NCCNCCO)C(=O)C3=C(C=CC(=C3C2=O)O)O)NCCNCCO. Cell line: NCI-H460. Synergy scores: CSS=51.7, Synergy_ZIP=9.71, Synergy_Bliss=6.89, Synergy_Loewe=-25.7, Synergy_HSA=5.30. (2) Drug 1: CC1=C(C=C(C=C1)NC(=O)C2=CC=C(C=C2)CN3CCN(CC3)C)NC4=NC=CC(=N4)C5=CN=CC=C5. Drug 2: C1C(C(OC1N2C=NC3=C2NC=NCC3O)CO)O. Cell line: SNB-75. Synergy scores: CSS=4.50, Synergy_ZIP=-1.96, Synergy_Bliss=3.69, Synergy_Loewe=4.87, Synergy_HSA=4.64.